From a dataset of Reaction yield outcomes from USPTO patents with 853,638 reactions. Predict the reaction yield, written as a fraction of the theoretical maximum amount of product (1.0 means a 100% yield; for example, 0.34 means a 34% yield). The reactants are [CH3:1][C:2]1[CH:3]=[C:4]([CH:6]=[C:7]([C:9]2[S:13][CH:12]=[N:11][CH:10]=2)[CH:8]=1)[NH2:5].C(=O)([O-])[O-].[Cs+].[Cs+].Cl[C:21]1[N:26]=[C:25]([CH:27]2[CH2:29][CH2:28]2)[CH:24]=[CH:23][N:22]=1.CC1(C)C2C(=C(P(C3C=CC=CC=3)C3C=CC=CC=3)C=CC=2)OC2C(P(C3C=CC=CC=3)C3C=CC=CC=3)=CC=CC1=2. The catalyst is C([O-])(=O)C.[Pd+2].C([O-])(=O)C.O1CCOCC1. The product is [CH:27]1([C:25]2[CH:24]=[CH:23][N:22]=[C:21]([NH:5][C:4]3[CH:6]=[C:7]([C:9]4[S:13][CH:12]=[N:11][CH:10]=4)[CH:8]=[C:2]([CH3:1])[CH:3]=3)[N:26]=2)[CH2:29][CH2:28]1. The yield is 0.740.